From a dataset of Reaction yield outcomes from USPTO patents with 853,638 reactions. Predict the reaction yield, written as a fraction of the theoretical maximum amount of product (1.0 means a 100% yield; for example, 0.34 means a 34% yield). (1) The reactants are [O:1]1[CH2:7][CH2:6][C:5](=[O:8])[CH2:4][C:3]2[CH:9]=[CH:10][CH:11]=[CH:12][C:2]1=2.[Br:13]Br. The catalyst is C(OCC)C. The product is [Br:13][CH:4]1[C:5](=[O:8])[CH2:6][CH2:7][O:1][C:2]2[CH:12]=[CH:11][CH:10]=[CH:9][C:3]1=2. The yield is 0.700. (2) The reactants are C([O:3][C:4](=[O:40])[CH2:5][O:6][C:7]1[CH:12]=[CH:11][C:10]([NH:13][C:14]([NH:16][CH2:17][CH3:18])=[O:15])=[C:9]([C:19]([N:21]2[CH2:26][CH2:25][CH:24]([N:27]3[CH2:39][CH2:38][CH2:37][C:29]4([C:33](=[O:34])[O:32][C:31]([CH3:36])([CH3:35])[CH2:30]4)[CH2:28]3)[CH2:23][CH2:22]2)=[O:20])[CH:8]=1)C.[OH-].[Na+:42]. The catalyst is CO. The product is [Na+:42].[CH3:36][C:31]1([CH3:35])[CH2:30][C:29]2([CH2:37][CH2:38][CH2:39][N:27]([CH:24]3[CH2:25][CH2:26][N:21]([C:19]([C:9]4[CH:8]=[C:7]([CH:12]=[CH:11][C:10]=4[NH:13][C:14]([NH:16][CH2:17][CH3:18])=[O:15])[O:6][CH2:5][C:4]([O-:40])=[O:3])=[O:20])[CH2:22][CH2:23]3)[CH2:28]2)[C:33](=[O:34])[O:32]1. The yield is 0.410. (3) The reactants are Br[C:2]1[C:11]2[C:6](=[CH:7][CH:8]=[CH:9][CH:10]=2)[CH:5]=[N:4][CH:3]=1.[CH:12]1(B(O)O)[CH2:14][CH2:13]1.P(=O)(O)(O)O.[K].C1(P(C2CCCCC2)C2CCCCC2)CCCCC1. The catalyst is C1(C)C=CC=CC=1.O.O.C([O-])(=O)C.[Pd+2].C([O-])(=O)C. The product is [CH:12]1([C:2]2[C:11]3[C:6](=[CH:7][CH:8]=[CH:9][CH:10]=3)[CH:5]=[N:4][CH:3]=2)[CH2:14][CH2:13]1. The yield is 0.930. (4) The catalyst is C1COCC1. The yield is 0.980. The reactants are [Cl:1][C:2]1[CH:27]=[CH:26][C:5]([O:6][C:7]2[CH:12]=[CH:11][C:10]([C:13]([OH:21])([CH3:20])[CH2:14][N:15]3[CH:19]=[N:18][CH:17]=[N:16]3)=[C:9]([C:22]([F:25])([F:24])[F:23])[CH:8]=2)=[CH:4][CH:3]=1.[H-].[Na+].[CH3:30]I.[Cl-].[Na+]. The product is [Cl:1][C:2]1[CH:3]=[CH:4][C:5]([O:6][C:7]2[CH:12]=[CH:11][C:10]([C:13]([O:21][CH3:30])([CH3:20])[CH2:14][N:15]3[CH:19]=[N:18][CH:17]=[N:16]3)=[C:9]([C:22]([F:25])([F:23])[F:24])[CH:8]=2)=[CH:26][CH:27]=1. (5) The reactants are [CH2:1]([S:8]([NH:11][C:12]1[C:13](=[O:23])[N:14]([CH2:19][C:20]([OH:22])=O)[C:15]([CH3:18])=[CH:16][CH:17]=1)(=[O:10])=[O:9])[C:2]1[CH:7]=[CH:6][CH:5]=[CH:4][CH:3]=1.C(OC([N:31]([O:43][CH2:44][CH2:45][CH3:46])[C:32]([N:34](C(OC(C)(C)C)=O)N)=[NH:33])=O)(C)(C)C.C([N:50](C(C)C)CC)(C)C.CN([P+](ON1N=NC2C1=CC=CC=2)(N(C)C)N(C)C)C.F[P-](F)(F)(F)(F)F. The catalyst is CN(C)C=O.C(OCC)(=O)C. The product is [CH2:1]([S:8]([NH:11][C:12]1[C:13](=[O:23])[N:14]([CH2:19][C:20]([NH:50][CH2:46][CH2:45][CH2:44][O:43][NH:31][C:32]([NH2:34])=[NH:33])=[O:22])[C:15]([CH3:18])=[CH:16][CH:17]=1)(=[O:9])=[O:10])[C:2]1[CH:7]=[CH:6][CH:5]=[CH:4][CH:3]=1. The yield is 0.920. (6) The yield is 0.400. The reactants are [CH2:1]([N:5]1[C:10](=[O:11])[CH2:9][C:8]([CH3:13])([CH3:12])[CH2:7][C:6]1=[O:14])[CH:2]([CH3:4])[CH3:3].[H-].[Al+3].[Li+].[H-].[H-].[H-].O.O.O.O.O.O.O.O.O.O.S([O-])([O-])(=O)=O.[Na+].[Na+]. The product is [OH:11][CH:10]1[N:5]([CH2:1][CH:2]([CH3:3])[CH3:4])[C:6](=[O:14])[CH2:7][C:8]([CH3:13])([CH3:12])[CH2:9]1. The catalyst is O1CCCC1. (7) The reactants are N[C:2]1[CH:12]=[CH:11][C:10]2[CH:9]3[CH2:13][CH:5]([CH2:6][N:7]([C:14](=[O:19])[C:15]([F:18])([F:17])[F:16])[CH2:8]3)[C:4]=2[CH:3]=1.N([O-])=O.[Na+].[ClH:24]. The catalyst is O.Cl[Cu]. The product is [Cl:24][C:2]1[CH:12]=[CH:11][C:10]2[CH:9]3[CH2:13][CH:5]([CH2:6][N:7]([C:14](=[O:19])[C:15]([F:18])([F:17])[F:16])[CH2:8]3)[C:4]=2[CH:3]=1. The yield is 0.950. (8) The product is [CH3:23][C:2]1([OH:1])[C:22]2[C:17](=[CH:18][CH:19]=[CH:20][CH:21]=2)[C:4]2([CH2:9][CH2:8][N:7]([C:10]([O:12][C:13]([CH3:15])([CH3:16])[CH3:14])=[O:11])[CH2:6][CH2:5]2)[CH2:3]1. The yield is 0.660. The reactants are [O:1]=[C:2]1[C:22]2[C:17](=[CH:18][CH:19]=[CH:20][CH:21]=2)[C:4]2([CH2:9][CH2:8][N:7]([C:10]([O:12][C:13]([CH3:16])([CH3:15])[CH3:14])=[O:11])[CH2:6][CH2:5]2)[CH2:3]1.[CH3:23][Mg]Cl.C1COCC1.[Cl-].[NH4+]. The catalyst is C1COCC1. (9) The reactants are [CH2:1]([O:4][CH2:5][CH2:6][O:7][CH2:8][CH2:9][O:10][CH2:11][CH2:12]O)[CH:2]=[CH2:3].N1C=CC=CC=1.P(Br)(Br)[Br:21].[Br-].[Na+]. The catalyst is CCOCC. The product is [CH2:1]([O:4][CH2:5][CH2:6][O:7][CH2:8][CH2:9][O:10][CH2:11][CH2:12][Br:21])[CH:2]=[CH2:3]. The yield is 0.180.